This data is from Catalyst prediction with 721,799 reactions and 888 catalyst types from USPTO. The task is: Predict which catalyst facilitates the given reaction. (1) Reactant: [N:1]1([C:7]([O:9][C:10]([CH3:13])([CH3:12])[CH3:11])=[O:8])[CH2:6][CH2:5][NH:4][CH2:3][CH2:2]1.FC(F)(F)S(O[CH2:20][C:21]([F:27])([F:26])[C:22]([F:25])([F:24])[F:23])(=O)=O.C(N(CC)CC)C. Product: [F:26][C:21]([F:27])([C:22]([F:25])([F:24])[F:23])[CH2:20][N:4]1[CH2:5][CH2:6][N:1]([C:7]([O:9][C:10]([CH3:13])([CH3:12])[CH3:11])=[O:8])[CH2:2][CH2:3]1. The catalyst class is: 10. (2) Reactant: [F:1][CH2:2][CH:3]1[CH2:5][O:4]1.[CH2:6]([NH2:13])[C:7]1[CH:12]=[CH:11][CH:10]=[CH:9][CH:8]=1.FC(F)(F)S([O-])(=O)=O.[Ca+2].FC(F)(F)S([O-])(=O)=O. Product: [CH2:6]([NH:13][CH2:5][CH:3]([OH:4])[CH2:2][F:1])[C:7]1[CH:12]=[CH:11][CH:10]=[CH:9][CH:8]=1. The catalyst class is: 10. (3) Reactant: [NH2:1][CH2:2][CH2:3][CH2:4][CH2:5][CH2:6][CH2:7][CH2:8][CH2:9][CH2:10][CH2:11][C:12]([OH:14])=[O:13].[OH-].[CH3:16][N+:17]([CH3:20])([CH3:19])[CH3:18]. Product: [NH2:1][CH2:2][CH2:3][CH2:4][CH2:5][CH2:6][CH2:7][CH2:8][CH2:9][CH2:10][CH2:11][C:12]([O-:14])=[O:13].[CH3:16][N+:17]([CH3:20])([CH3:19])[CH3:18]. The catalyst class is: 7. (4) Product: [C:1]([C:5]1[CH:6]=[C:7]2[C:12](=[C:13]([F:15])[CH:14]=1)[C:11](=[O:16])[N:10]([C:17]1[C:18]([CH2:34][OH:35])=[C:19]([N:23]3[C:27]4=[N:28][CH:29]=[CH:30][CH:31]=[C:26]4[C:25]([C:32]([NH2:33])=[O:39])=[CH:24]3)[CH:20]=[CH:21][CH:22]=1)[N:9]=[CH:8]2)([CH3:4])([CH3:2])[CH3:3]. The catalyst class is: 11. Reactant: [C:1]([C:5]1[CH:6]=[C:7]2[C:12](=[C:13]([F:15])[CH:14]=1)[C:11](=[O:16])[N:10]([C:17]1[C:18]([CH2:34][OH:35])=[C:19]([N:23]3[C:27]4=[N:28][CH:29]=[CH:30][CH:31]=[C:26]4[C:25]([C:32]#[N:33])=[CH:24]3)[CH:20]=[CH:21][CH:22]=1)[N:9]=[CH:8]2)([CH3:4])([CH3:3])[CH3:2].C(=N[OH:39])C.[Cl-].[In+3].[Cl-].[Cl-].CCOC(C)=O. (5) Reactant: [O:1]1[CH2:6][CH2:5][N:4]([C:7]2[CH:12]=[CH:11][C:10]([C:13]3[NH:14][C:15]4[C:20]([N:21]=3)=[C:19]([C:22]3[CH:23]=[CH:24][C:25]([O:30][CH:31]5[CH2:36][CH2:35][NH:34][CH2:33][CH2:32]5)=[C:26]([CH:29]=3)[C:27]#[N:28])[N:18]=[CH:17][N:16]=4)=[CH:9][CH:8]=2)[CH2:3][CH2:2]1.[F:37][CH:38]([F:42])[C:39](O)=[O:40].CCN(C(C)C)C(C)C.CN(C(ON1N=NC2C=CC=NC1=2)=[N+](C)C)C.F[P-](F)(F)(F)(F)F. Product: [F:37][CH:38]([F:42])[C:39]([N:34]1[CH2:35][CH2:36][CH:31]([O:30][C:25]2[CH:24]=[CH:23][C:22]([C:19]3[N:18]=[CH:17][N:16]=[C:15]4[C:20]=3[N:21]=[C:13]([C:10]3[CH:9]=[CH:8][C:7]([N:4]5[CH2:5][CH2:6][O:1][CH2:2][CH2:3]5)=[CH:12][CH:11]=3)[NH:14]4)=[CH:29][C:26]=2[C:27]#[N:28])[CH2:32][CH2:33]1)=[O:40]. The catalyst class is: 3. (6) Reactant: [CH:1]([C:4]1[N:8]=[C:7]([NH2:9])[NH:6][N:5]=1)([CH3:3])[CH3:2].[C:10]([C:12]([C:22](=O)[CH3:23])=[CH:13][C:14]1[CH:21]=[CH:20][C:17]([C:18]#[N:19])=[CH:16][CH:15]=1)#[N:11].C(=O)(O)[O-].[Na+]. Product: [C:18]([C:17]1[CH:20]=[CH:21][C:14]([CH:13]2[N:6]3[N:5]=[C:4]([CH:1]([CH3:3])[CH3:2])[N:8]=[C:7]3[NH:9][C:22]([CH3:23])=[C:12]2[C:10]#[N:11])=[CH:15][CH:16]=1)#[N:19]. The catalyst class is: 3. (7) Reactant: O[CH2:2][C:3]1[CH:4]=[C:5]([C:8]([O:10][CH3:11])=[O:9])[S:6][CH:7]=1.P(Br)(Br)[Br:13]. Product: [Br:13][CH2:2][C:3]1[CH:4]=[C:5]([C:8]([O:10][CH3:11])=[O:9])[S:6][CH:7]=1. The catalyst class is: 1.